This data is from Catalyst prediction with 721,799 reactions and 888 catalyst types from USPTO. The task is: Predict which catalyst facilitates the given reaction. (1) Reactant: [CH3:1][O:2][CH2:3][C@@H:4]1[CH2:8][NH:7][C@H:6]([C:9]2[NH:10][C:11]([C:14]3[CH:19]=[C:18]4[CH2:20][O:21][C:22]5[CH:53]=[C:52]6[C:25]([CH:26]=[CH:27][C:28]7[N:32]=[C:31]([C@@H:33]8[CH2:37][CH2:36][CH2:35][N:34]8[C:38](=[O:51])[C@H:39]([NH:46][C:47](=[O:50])[O:48][CH3:49])[C:40]8[CH:45]=[CH:44][CH:43]=[CH:42][CH:41]=8)[NH:30][C:29]=76)=[CH:24][C:23]=5[C:17]4=[CH:16][CH:15]=3)=[CH:12][N:13]=2)[CH2:5]1.[CH3:54][O:55][C:56]([NH:58][C@@H:59]([CH:63]([CH3:65])[CH3:64])[C:60](O)=[O:61])=[O:57].CN(C(ON1N=NC2C=CC=NC1=2)=[N+](C)C)C.F[P-](F)(F)(F)(F)F.CCN(C(C)C)C(C)C. Product: [CH3:49][O:48][C:47]([NH:46][C@H:39]([C:40]1[CH:41]=[CH:42][CH:43]=[CH:44][CH:45]=1)[C:38]([N:34]1[CH2:35][CH2:36][CH2:37][C@H:33]1[C:31]1[NH:30][C:29]2[C:52]3[C:25]([CH:26]=[CH:27][C:28]=2[N:32]=1)=[CH:24][C:23]1[C:17]2[C:18]([CH2:20][O:21][C:22]=1[CH:53]=3)=[CH:19][C:14]([C:11]1[NH:10][C:9]([C@@H:6]3[CH2:5][C@H:4]([CH2:3][O:2][CH3:1])[CH2:8][N:7]3[C:60](=[O:61])[C@@H:59]([NH:58][C:56](=[O:57])[O:55][CH3:54])[CH:63]([CH3:65])[CH3:64])=[N:13][CH:12]=1)=[CH:15][CH:16]=2)=[O:51])=[O:50]. The catalyst class is: 3. (2) Reactant: [NH2:1][C:2]1[C:10]([F:11])=[CH:9][C:8]([C:12]2[CH:13]=[C:14]3[C:20]([C:21]4[CH:26]=[CH:25][CH:24]=[CH:23][C:22]=4[O:27][CH3:28])=[CH:19][N:18]([S:29]([C:32]4[CH:37]=[CH:36][C:35]([CH3:38])=[CH:34][CH:33]=4)(=[O:31])=[O:30])[C:15]3=[N:16][CH:17]=2)=[CH:7][C:3]=1[C:4]([OH:6])=O.[CH2:39]([N:41]([CH2:50][CH3:51])[CH2:42][CH2:43][N:44]1[CH2:49][CH2:48][NH:47][CH2:46][CH2:45]1)[CH3:40].F[P-](F)(F)(F)(F)F.N1(OC(N(C)C)=[N+](C)C)C2N=CC=CC=2N=N1. Product: [NH2:1][C:2]1[C:10]([F:11])=[CH:9][C:8]([C:12]2[CH:13]=[C:14]3[C:20]([C:21]4[CH:26]=[CH:25][CH:24]=[CH:23][C:22]=4[O:27][CH3:28])=[CH:19][N:18]([S:29]([C:32]4[CH:33]=[CH:34][C:35]([CH3:38])=[CH:36][CH:37]=4)(=[O:31])=[O:30])[C:15]3=[N:16][CH:17]=2)=[CH:7][C:3]=1[C:4]([N:47]1[CH2:48][CH2:49][N:44]([CH2:43][CH2:42][N:41]([CH2:50][CH3:51])[CH2:39][CH3:40])[CH2:45][CH2:46]1)=[O:6]. The catalyst class is: 9. (3) The catalyst class is: 2. Product: [C:34]([N:2]1[CH2:3][CH:4]2[CH2:23][CH2:24][CH:1]1[CH:6]=[C:5]2[C:7]1[N:12]=[C:11]2[N:13]([CH3:22])[C:14](=[O:21])[N:15]([CH2:16][C:17]([CH3:19])([CH3:20])[CH3:18])[C:10]2=[CH:9][CH:8]=1)(=[O:36])[CH3:35]. Reactant: [CH:1]12[CH2:24][CH2:23][CH:4]([C:5]([C:7]3[N:12]=[C:11]4[N:13]([CH3:22])[C:14](=[O:21])[N:15]([CH2:16][C:17]([CH3:20])([CH3:19])[CH3:18])[C:10]4=[CH:9][CH:8]=3)=[CH:6]1)[CH2:3][NH:2]2.CCN(C(C)C)C(C)C.[C:34](Cl)(=[O:36])[CH3:35]. (4) Reactant: [C:1]12([CH2:11][C:12]([NH:14][C:15]3[CH:24]=[CH:23][CH:22]=[C:21]4[C:16]=3[CH:17]=[CH:18][C:19]([CH2:25][CH2:26][CH2:27][N:28]([CH2:36][CH2:37][CH2:38][OH:39])C(=O)OC(C)(C)C)=[N:20]4)=[O:13])[CH2:10][CH:5]3[CH2:6][CH:7]([CH2:9][CH:3]([CH2:4]3)[CH2:2]1)[CH2:8]2.Cl. The catalyst class is: 12. Product: [C:1]12([CH2:11][C:12]([NH:14][C:15]3[CH:24]=[CH:23][CH:22]=[C:21]4[C:16]=3[CH:17]=[CH:18][C:19]([CH2:25][CH2:26][CH2:27][NH:28][CH2:36][CH2:37][CH2:38][OH:39])=[N:20]4)=[O:13])[CH2:10][CH:5]3[CH2:4][CH:3]([CH2:9][CH:7]([CH2:6]3)[CH2:8]1)[CH2:2]2. (5) The catalyst class is: 6. Product: [CH2:1]1[C:11]2=[C:12]3[C:7](=[CH:8][CH:9]=[CH:10]2)[CH:6]([N:13]2[CH2:18][CH2:17][CH:16]([N:19]4[C:23]5[CH:24]=[CH:25][CH:26]=[CH:27][C:22]=5[N:21]([CH2:42][CH2:43][CH2:44][OH:45])[C:20]4=[O:28])[CH2:15][CH2:14]2)[CH2:5][CH2:4][CH:3]3[CH2:2]1. Reactant: [CH2:1]1[C:11]2=[C:12]3[C:7](=[CH:8][CH:9]=[CH:10]2)[CH:6]([N:13]2[CH2:18][CH2:17][CH:16]([N:19]4[C:23]5[CH:24]=[CH:25][CH:26]=[CH:27][C:22]=5[NH:21][C:20]4=[O:28])[CH2:15][CH2:14]2)[CH2:5][CH2:4][CH:3]3[CH2:2]1.CC(N(C)C)=O.C(=O)([O-])[O-].[K+].[K+].Br[CH2:42][CH2:43][CH2:44][OH:45]. (6) Reactant: [Cl:1][C:2]1[C:18]([N+:19]([O-])=O)=[C:17]([F:22])[CH:16]=[CH:15][C:3]=1[C:4]([NH:6][S:7]([N:10]([CH:12]([CH3:14])[CH3:13])[CH3:11])(=[O:9])=[O:8])=[O:5].CC/C=C/C=C\CCCCCCCCOC(C)=O.[H][H]. Product: [Cl:1][C:2]1[C:18]([NH2:19])=[C:17]([F:22])[CH:16]=[CH:15][C:3]=1[C:4]([NH:6][S:7]([N:10]([CH:12]([CH3:14])[CH3:13])[CH3:11])(=[O:9])=[O:8])=[O:5]. The catalyst class is: 5.